Task: Predict the product of the given reaction.. Dataset: Forward reaction prediction with 1.9M reactions from USPTO patents (1976-2016) (1) Given the reactants [CH3:1][CH2:2][CH2:3][CH2:4][C:5]([N:7]([C@H:26]([C:30]([OH:32])=[O:31])[CH:27]([CH3:29])[CH3:28])[CH2:8][C:9]1[CH:10]=[CH:11][C:12]([C:15]2[CH:16]=[CH:17][CH:18]=[CH:19][C:20]=2[C:21]2[NH:22][N:23]=[N:24][N:25]=2)=[CH:13][CH:14]=1)=[O:6].[OH:33][CH:34]1[O:53][C@H:52]([CH2:54][OH:55])[C@@H:39]([O:40][C@@H:41]2[O:49][C@H:48]([CH2:50][OH:51])[C@H:46]([OH:47])[C@H:44]([OH:45])[C@H:42]2[OH:43])[C@H:37]([OH:38])[C@H:35]1[OH:36], predict the reaction product. The product is: [CH3:1][CH2:2][CH2:3][CH2:4][C:5]([N:7]([C@H:26]([C:30]([OH:32])=[O:31])[CH:27]([CH3:29])[CH3:28])[CH2:8][C:9]1[CH:10]=[CH:11][C:12]([C:15]2[CH:16]=[CH:17][CH:18]=[CH:19][C:20]=2[C:21]2[NH:22][N:23]=[N:24][N:25]=2)=[CH:13][CH:14]=1)=[O:6].[OH:33][CH:34]1[O:53][C@H:52]([CH2:54][OH:55])[C@@H:39]([O:40][C@@H:41]2[O:49][C@H:48]([CH2:50][OH:51])[C@H:46]([OH:47])[C@H:44]([OH:45])[C@H:42]2[OH:43])[C@H:37]([OH:38])[C@H:35]1[OH:36]. (2) Given the reactants [Na].[CH3:2][C:3](=[O:7])[CH2:4][CH2:5][CH3:6].[C:8]([O:15][CH2:16][CH3:17])(=[O:14])[C:9]([O:11]CC)=O, predict the reaction product. The product is: [O:11]=[C:9]([CH2:2][C:3](=[O:7])[CH2:4][CH2:5][CH3:6])[C:8]([O:15][CH2:16][CH3:17])=[O:14].